Dataset: Catalyst prediction with 721,799 reactions and 888 catalyst types from USPTO. Task: Predict which catalyst facilitates the given reaction. (1) Reactant: C[Si](Cl)(C)C.[CH3:6][O:7][C:8](=[O:44])[C@H:9]([CH2:17][C:18]1[CH:23]=[C:22]([Cl:24])[C:21]([O:25][CH2:26][CH2:27][C:28]2[CH:33]=[CH:32][CH:31]=[C:30]([O:34][C:35]3[CH:40]=[CH:39][C:38]([O:41]C)=[CH:37][CH:36]=3)[CH:29]=2)=[C:20]([Cl:43])[CH:19]=1)[NH:10][C:11](=[O:16])[C:12]([F:15])([F:14])[F:13].[I-].[Na+].S([O-])([O-])(=O)=S.[Na+].[Na+]. Product: [CH3:6][O:7][C:8](=[O:44])[C@H:9]([CH2:17][C:18]1[CH:23]=[C:22]([Cl:24])[C:21]([O:25][CH2:26][CH2:27][C:28]2[CH:33]=[CH:32][CH:31]=[C:30]([O:34][C:35]3[CH:40]=[CH:39][C:38]([OH:41])=[CH:37][CH:36]=3)[CH:29]=2)=[C:20]([Cl:43])[CH:19]=1)[NH:10][C:11](=[O:16])[C:12]([F:15])([F:14])[F:13]. The catalyst class is: 47. (2) Reactant: Br[C:2]1[CH:3]=[CH:4][C:5]([C:8]([CH3:11])([CH3:10])[CH3:9])=[N:6][CH:7]=1.[Li]CCCC.[CH2:17]1[O:19][CH2:18]1. Product: [C:8]([C:5]1[N:6]=[CH:7][C:2]([CH2:17][CH2:18][OH:19])=[CH:3][CH:4]=1)([CH3:11])([CH3:10])[CH3:9]. The catalyst class is: 1. (3) Reactant: Cl.C([CH:4]([NH:8][C:9]1[CH:14]=[CH:13][C:12]([F:15])=[CH:11][C:10]=1[CH2:16][NH2:17])[C:5](O)=[O:6])C.[O-]CC.[Na+]. Product: [F:15][C:12]1[CH:13]=[CH:14][C:9]2[NH:8][CH2:4][C:5](=[O:6])[NH:17][CH2:16][C:10]=2[CH:11]=1. The catalyst class is: 11. (4) Reactant: Br[C:2]1[C:3]([Cl:9])=[CH:4][C:5]([Cl:8])=[N:6][CH:7]=1.[O-]P([O-])([O-])=O.[K+].[K+].[K+].[CH:18]1(B(O)O)[CH2:20][CH2:19]1.C1(P(C2CCCCC2)C2CCCCC2)CCCCC1. Product: [Cl:8][C:5]1[CH:4]=[C:3]([Cl:9])[C:2]([CH:18]2[CH2:20][CH2:19]2)=[CH:7][N:6]=1. The catalyst class is: 498. (5) Reactant: [N:1]([CH:4]([O:14][CH2:15][C:16]1[CH:25]=[CH:24][C:19]([C:20]([O:22][CH3:23])=[O:21])=[CH:18][CH:17]=1)[CH2:5][CH2:6][NH:7]C(=O)C(F)(F)F)=[N+:2]=[N-:3].CO.C(=O)([O-])[O-].[K+].[K+]. Product: [NH2:7][CH2:6][CH2:5][CH:4]([N:1]=[N+:2]=[N-:3])[O:14][CH2:15][C:16]1[CH:25]=[CH:24][C:19]([C:20]([O:22][CH3:23])=[O:21])=[CH:18][CH:17]=1. The catalyst class is: 6. (6) Reactant: [NH2:1][C:2]1[CH:7]=[CH:6][C:5]([Cl:8])=[CH:4][C:3]=1[CH2:9][N:10]1[CH:14]=[C:13]([CH3:15])[CH:12]=[C:11]1[C:16]([O:18]CC)=O.CC(C)([O-])C.[K+].O. Product: [Cl:8][C:5]1[CH:6]=[CH:7][C:2]2[NH:1][C:16](=[O:18])[C:11]3=[CH:12][C:13]([CH3:15])=[CH:14][N:10]3[CH2:9][C:3]=2[CH:4]=1. The catalyst class is: 16. (7) Reactant: [CH:1]1([C:4]2[CH:40]=[CH:39][C:7]([CH2:8][O:9][C:10]3[CH:15]=[CH:14][C:13]([CH:16]4[CH2:19][N:18]([C:20]([C:22]5[CH:27]=[C:26]([O:28][CH2:29][C@H:30]6[CH2:34][O:33]C(C)(C)[O:31]6)[CH:25]=[CH:24][N:23]=5)=[O:21])[CH2:17]4)=[CH:12][C:11]=3[O:37][CH3:38])=[CH:6][CH:5]=2)[CH2:3][CH2:2]1.Cl.[OH-].[Na+]. Product: [CH:1]1([C:4]2[CH:40]=[CH:39][C:7]([CH2:8][O:9][C:10]3[CH:15]=[CH:14][C:13]([CH:16]4[CH2:17][N:18]([C:20]([C:22]5[CH:27]=[C:26]([O:28][CH2:29][C@H:30]([OH:31])[CH2:34][OH:33])[CH:25]=[CH:24][N:23]=5)=[O:21])[CH2:19]4)=[CH:12][C:11]=3[O:37][CH3:38])=[CH:6][CH:5]=2)[CH2:2][CH2:3]1. The catalyst class is: 7. (8) The catalyst class is: 49. Reactant: N[C@@H:2]([C:8]1[CH:13]=[C:12]([N+:14]([O-:16])=[O:15])[CH:11]=[CH:10][C:9]=1[S:17][CH:18]([CH3:20])[CH3:19])[CH2:3][C:4]([O:6][CH3:7])=[O:5].[C:21]([O:25][C:26](O[C:26]([O:25][C:21]([CH3:24])([CH3:23])[CH3:22])=[O:27])=[O:27])([CH3:24])([CH3:23])[CH3:22].C(N(CC)CC)C. Product: [C:21]([O:25][C:26]([C@@H:2]([C:8]1[CH:13]=[C:12]([N+:14]([O-:16])=[O:15])[CH:11]=[CH:10][C:9]=1[S:17][CH:18]([CH3:20])[CH3:19])[CH2:3][C:4]([O:6][CH3:7])=[O:5])=[O:27])([CH3:24])([CH3:23])[CH3:22].